This data is from Forward reaction prediction with 1.9M reactions from USPTO patents (1976-2016). The task is: Predict the product of the given reaction. (1) Given the reactants Br[C:2]1[C:3]([O:15][C:16]2[CH:21]=[CH:20][CH:19]=[CH:18][CH:17]=2)=[CH:4][C:5](=[O:14])[N:6]([C:8]2[CH:13]=[CH:12][CH:11]=[CH:10][CH:9]=2)[N:7]=1.COCCOC.[CH3:28][N:29]1[CH:33]=[C:32](B2OC(C)(C)C(C)(C)O2)[CH:31]=[N:30]1.C([O-])(O)=O.[Na+], predict the reaction product. The product is: [CH3:28][N:29]1[CH:33]=[C:32]([C:2]2[C:3]([O:15][C:16]3[CH:21]=[CH:20][CH:19]=[CH:18][CH:17]=3)=[CH:4][C:5](=[O:14])[N:6]([C:8]3[CH:13]=[CH:12][CH:11]=[CH:10][CH:9]=3)[N:7]=2)[CH:31]=[N:30]1. (2) Given the reactants [CH3:1][O:2][C:3](=[O:16])[C:4]1[CH:9]=[CH:8][C:7]([CH2:10][F:11])=[CH:6][C:5]=1[NH:12]C(=O)C.S(=O)(=O)(O)O, predict the reaction product. The product is: [CH3:1][O:2][C:3](=[O:16])[C:4]1[CH:9]=[CH:8][C:7]([CH2:10][F:11])=[CH:6][C:5]=1[NH2:12].